This data is from Forward reaction prediction with 1.9M reactions from USPTO patents (1976-2016). The task is: Predict the product of the given reaction. Given the reactants [CH2:1]([O:3][C:4]1[CH:5]=[C:6]([CH:10]=[C:11]([O:16][CH2:17][CH3:18])[C:12]=1[O:13][CH2:14][CH3:15])C(O)=O)[CH3:2].[N+:19]([O-])([OH:21])=[O:20], predict the reaction product. The product is: [CH2:1]([O:3][C:4]1[CH:5]=[C:6]([N+:19]([O-:21])=[O:20])[CH:10]=[C:11]([O:16][CH2:17][CH3:18])[C:12]=1[O:13][CH2:14][CH3:15])[CH3:2].